Dataset: Peptide-MHC class I binding affinity with 185,985 pairs from IEDB/IMGT. Task: Regression. Given a peptide amino acid sequence and an MHC pseudo amino acid sequence, predict their binding affinity value. This is MHC class I binding data. (1) The binding affinity (normalized) is 0.0847. The peptide sequence is IAQLNRPAM. The MHC is HLA-A01:01 with pseudo-sequence HLA-A01:01. (2) The peptide sequence is IEVKFHPIL. The MHC is HLA-A01:01 with pseudo-sequence HLA-A01:01. The binding affinity (normalized) is 0.0847.